This data is from Full USPTO retrosynthesis dataset with 1.9M reactions from patents (1976-2016). The task is: Predict the reactants needed to synthesize the given product. (1) Given the product [Br:1][C:2]1[CH:3]=[CH:4][C:5]([F:9])=[C:6]([O:8][CH2:11][O:12][CH3:13])[CH:7]=1, predict the reactants needed to synthesize it. The reactants are: [Br:1][C:2]1[CH:3]=[CH:4][C:5]([F:9])=[C:6]([OH:8])[CH:7]=1.Cl[CH2:11][O:12][CH3:13]. (2) Given the product [C:19](=[O:20])([O:21][CH2:22][C:23]([Cl:26])([Cl:25])[Cl:24])[NH2:1].[NH2:1][CH:2]1[CH2:7][CH2:6][N:5]([C:8](=[O:10])[CH3:9])[CH2:4][CH2:3]1, predict the reactants needed to synthesize it. The reactants are: [NH2:1][CH:2]1[CH2:7][CH2:6][N:5]([C:8](=[O:10])[CH3:9])[CH2:4][CH2:3]1.CCN(CC)CC.Cl[C:19]([O:21][CH2:22][C:23]([Cl:26])([Cl:25])[Cl:24])=[O:20]. (3) Given the product [C:6]([C:5]1[CH:4]=[CH:3][C:2]([NH:1][C:16](=[O:25])[C:17]2[CH:22]=[CH:21][C:20]([O:23][CH3:24])=[CH:19][CH:18]=2)=[CH:15][CH:14]=1)(=[O:7])[C:8]1[CH:13]=[CH:12][CH:11]=[CH:10][CH:9]=1, predict the reactants needed to synthesize it. The reactants are: [NH2:1][C:2]1[CH:15]=[CH:14][C:5]([C:6]([C:8]2[CH:13]=[CH:12][CH:11]=[CH:10][CH:9]=2)=[O:7])=[CH:4][CH:3]=1.[C:16](Cl)(=[O:25])[C:17]1[CH:22]=[CH:21][C:20]([O:23][CH3:24])=[CH:19][CH:18]=1.C(N(CC)CC)C. (4) Given the product [Br:5][C:6]1[S:10][C:9](/[CH:11]=[CH:12]/[C:13]([N:16]=[N+:17]=[N-:18])=[O:15])=[CH:8][CH:7]=1, predict the reactants needed to synthesize it. The reactants are: S(Cl)(Cl)=O.[Br:5][C:6]1[S:10][C:9](/[CH:11]=[CH:12]/[C:13]([OH:15])=O)=[CH:8][CH:7]=1.[N-:16]=[N+:17]=[N-:18].[Na+].O1CCOCC1. (5) Given the product [CH2:96]([N:95]([CH3:42])[C:94]1[CH:32]=[CH:31][CH:30]=[C:29]([N:25]2[C:26]([CH3:28])=[CH:27][C:23]([C:21]([N:9]3[CH2:10][CH2:11][N:12]([CH2:14][C:15]4[CH:16]=[CH:17][CH:18]=[CH:19][CH:20]=4)[CH2:13][C@H:8]3[CH2:1][C:2]3[CH:7]=[CH:6][CH:5]=[CH:4][CH:3]=3)=[O:22])=[C:24]2[C:36]2[CH:41]=[CH:40][CH:39]=[CH:38][CH:37]=2)[CH:34]=1)[CH2:97][CH2:98][CH3:99], predict the reactants needed to synthesize it. The reactants are: [CH2:1]([CH:8]1[CH2:13][N:12]([CH2:14][C:15]2[CH:20]=[CH:19][CH:18]=[CH:17][CH:16]=2)[CH2:11][CH2:10][N:9]1[C:21]([C:23]1[CH:27]=[C:26]([CH3:28])[N:25]([C:29]2[CH:34]=C[CH:32]=[C:31](Br)[CH:30]=2)[C:24]=1[C:36]1[CH:41]=[CH:40][CH:39]=[CH:38][CH:37]=1)=[O:22])[C:2]1[CH:7]=[CH:6][CH:5]=[CH:4][CH:3]=1.[CH:42]1C=CC(P(C2C(C3C(P(C4C=CC=CC=4)C4C=CC=CC=4)=CC=C4C=3C=CC=C4)=C3C(C=CC=C3)=CC=2)C2C=CC=CC=2)=CC=1.CC(C)([O-])C.[Na+].[CH3:94][NH:95][CH2:96][CH2:97][CH2:98][CH3:99]. (6) Given the product [F:12][C:11]1[C:10]2[C:5](=[CH:6][CH:7]=[CH:8][CH:9]=2)[C:4]([C:13]#[CH:14])=[CH:3][CH:2]=1, predict the reactants needed to synthesize it. The reactants are: C[C:2]1[C:3](C)=[C:4]([C:13]#[C:14]CO)[C:5]2[C:10]([C:11]=1[F:12])=[CH:9][CH:8]=[CH:7][CH:6]=2.[OH-].[Na+].C1(C)C=CC=CC=1.